From a dataset of Forward reaction prediction with 1.9M reactions from USPTO patents (1976-2016). Predict the product of the given reaction. Given the reactants [OH:1][CH2:2][CH:3]1[CH2:8][CH2:7][N:6]([C:9]([O:11][C:12]([CH3:15])([CH3:14])[CH3:13])=[O:10])[CH2:5][CH2:4]1.[Br:16][C:17]1[CH:18]=[C:19](O)[CH:20]=[CH:21][CH:22]=1.C1C=CC(P(C2C=CC=CC=2)C2C=CC=CC=2)=CC=1.CCOC(/N=N/C(OCC)=O)=O, predict the reaction product. The product is: [Br:16][C:17]1[CH:22]=[C:21]([CH:20]=[CH:19][CH:18]=1)[O:1][CH2:2][CH:3]1[CH2:8][CH2:7][N:6]([C:9]([O:11][C:12]([CH3:15])([CH3:14])[CH3:13])=[O:10])[CH2:5][CH2:4]1.